From a dataset of Full USPTO retrosynthesis dataset with 1.9M reactions from patents (1976-2016). Predict the reactants needed to synthesize the given product. (1) Given the product [OH:1][CH2:2][C:3]([CH3:27])([CH3:26])[CH2:4][NH:5][C:6]([C:8]1[C:16]2[C:11](=[N:12][CH:13]=[C:14]([CH:30]3[CH2:31][C:29]3([CH3:36])[CH3:28])[N:15]=2)[N:10]([CH2:18][O:19][CH2:20][CH2:21][Si:22]([CH3:25])([CH3:24])[CH3:23])[CH:9]=1)=[O:7], predict the reactants needed to synthesize it. The reactants are: [OH:1][CH2:2][C:3]([CH3:27])([CH3:26])[CH2:4][NH:5][C:6]([C:8]1[C:16]2[C:11](=[N:12][CH:13]=[C:14](Br)[N:15]=2)[N:10]([CH2:18][O:19][CH2:20][CH2:21][Si:22]([CH3:25])([CH3:24])[CH3:23])[CH:9]=1)=[O:7].[CH3:28][C:29]1([CH3:36])[CH2:31][CH:30]1[B-](F)(F)F.[K+].C(=O)([O-])[O-].[Cs+].[Cs+].C1COCC1. (2) Given the product [CH3:7][O:6][C:3]1([O:4][CH3:5])[CH:19]([NH:18][C:16]([O:15][CH2:8][C:9]2[CH:10]=[CH:11][CH:12]=[CH:13][CH:14]=2)=[O:17])[CH2:23][O:22][CH2:21]1, predict the reactants needed to synthesize it. The reactants are: CO[CH:3]([O:6][CH3:7])[O:4][CH3:5].[CH2:8]([O:15][C:16]([NH:18][CH:19]1[CH2:23][O:22][CH2:21]C1=O)=[O:17])[C:9]1[CH:14]=[CH:13][CH:12]=[CH:11][CH:10]=1.CC1C=CC(S(O)(=O)=O)=CC=1. (3) Given the product [CH:1]1([CH2:4][N:5]2[C:9]3[CH:10]=[CH:11][C:12]([CH:14]=[O:27])=[CH:13][C:8]=3[N:7]=[C:6]2[CH2:16][C:17]2[CH:22]=[CH:21][C:20]([O:23][CH2:24][CH3:25])=[CH:19][CH:18]=2)[CH2:3][CH2:2]1, predict the reactants needed to synthesize it. The reactants are: [CH:1]1([CH2:4][N:5]2[C:9]3[CH:10]=[CH:11][C:12]([C:14]#N)=[CH:13][C:8]=3[N:7]=[C:6]2[CH2:16][C:17]2[CH:22]=[CH:21][C:20]([O:23][CH2:24][CH3:25])=[CH:19][CH:18]=2)[CH2:3][CH2:2]1.C(O)=[O:27]. (4) Given the product [CH2:3]([C:5]1[N:9]([C:10]2[N:18]=[C:17]3[C:13]([N:14]=[C:15]([C:20]4([OH:26])[CH2:25][CH2:24][CH2:23][N:22]([S:47]([CH3:46])(=[O:49])=[O:48])[CH2:21]4)[N:16]3[CH3:19])=[C:12]([N:27]3[CH2:28][CH2:29][O:30][CH2:31][CH2:32]3)[N:11]=2)[C:8]2[CH:33]=[CH:34][CH:35]=[CH:36][C:7]=2[N:6]=1)[CH3:4], predict the reactants needed to synthesize it. The reactants are: Cl.Cl.[CH2:3]([C:5]1[N:9]([C:10]2[N:18]=[C:17]3[C:13]([N:14]=[C:15]([C:20]4([OH:26])[CH2:25][CH2:24][CH2:23][NH:22][CH2:21]4)[N:16]3[CH3:19])=[C:12]([N:27]3[CH2:32][CH2:31][O:30][CH2:29][CH2:28]3)[N:11]=2)[C:8]2[CH:33]=[CH:34][CH:35]=[CH:36][C:7]=2[N:6]=1)[CH3:4].CCN(C(C)C)C(C)C.[CH3:46][S:47](Cl)(=[O:49])=[O:48]. (5) The reactants are: CS([O:5][CH2:6][C:7]1[CH:12]=[C:11]([CH2:13][S:14][CH2:15][C:16]([CH3:21])([S:18][S:19][CH3:20])[CH3:17])[CH:10]=[C:9]([CH2:22][O:23]S(C)(=O)=O)[CH:8]=1)(=O)=O.C(=O)([O-])[O-].[K+].[K+]. Given the product [CH3:21][C:16]([S:18][S:19][CH3:20])([CH3:17])[CH2:15][S:14][CH2:13][C:11]1[CH:10]=[C:9]([CH2:22][OH:23])[CH:8]=[C:7]([CH2:6][OH:5])[CH:12]=1, predict the reactants needed to synthesize it. (6) The reactants are: [N:1]1[C:10]2[C:5](=[CH:6][CH:7]=[CH:8][CH:9]=2)[CH:4]=[C:3](B(O)O)[CH:2]=1.[O-]P([O-])([O-])=O.[K+].[K+].[K+].C(Cl)Cl.[CH3:25][O:26][C:27]([CH:29]1[CH2:34][CH2:33][CH:32]([C:35]2[CH:40]=[C:39]([N:41]([CH2:50][O:51][CH2:52][CH2:53][Si:54]([CH3:57])([CH3:56])[CH3:55])[CH2:42][O:43][CH2:44][CH2:45][Si:46]([CH3:49])([CH3:48])[CH3:47])[N:38]3[N:58]=[CH:59][C:60](I)=[C:37]3[N:36]=2)[CH2:31][CH2:30]1)=[O:28]. Given the product [CH3:25][O:26][C:27]([CH:29]1[CH2:30][CH2:31][CH:32]([C:35]2[CH:40]=[C:39]([N:41]([CH2:50][O:51][CH2:52][CH2:53][Si:54]([CH3:57])([CH3:56])[CH3:55])[CH2:42][O:43][CH2:44][CH2:45][Si:46]([CH3:48])([CH3:49])[CH3:47])[N:38]3[N:58]=[CH:59][C:60]([C:3]4[CH:2]=[N:1][C:10]5[C:5]([CH:4]=4)=[CH:6][CH:7]=[CH:8][CH:9]=5)=[C:37]3[N:36]=2)[CH2:33][CH2:34]1)=[O:28], predict the reactants needed to synthesize it. (7) Given the product [Cl:1][C:2]1[N:7]=[C:6]([C:18]2[CH:19]=[CH:20][C:15]([C:13]([NH:12][CH2:11][C:9]#[N:10])=[O:14])=[CH:16][CH:17]=2)[CH:5]=[CH:4][N:3]=1, predict the reactants needed to synthesize it. The reactants are: [Cl:1][C:2]1[N:7]=[C:6](Cl)[CH:5]=[CH:4][N:3]=1.[C:9]([CH2:11][NH:12][C:13]([C:15]1[CH:20]=[CH:19][C:18](B(O)O)=[CH:17][CH:16]=1)=[O:14])#[N:10].C(O)CC.C(=O)(O)[O-].[Na+].